From a dataset of Forward reaction prediction with 1.9M reactions from USPTO patents (1976-2016). Predict the product of the given reaction. (1) The product is: [Cl:8][C:7]1[C:2]([N:21]([C@H:19]([C:13]2[CH:14]=[CH:15][CH:16]=[CH:17][CH:18]=2)[CH3:20])[S:22]([C:25]2[CH:34]=[CH:33][C:28]([C:29]([O:31][CH3:32])=[O:30])=[CH:27][CH:26]=2)(=[O:24])=[O:23])=[N:3][CH:4]=[C:5]([C:9]([F:12])([F:11])[F:10])[CH:6]=1. Given the reactants Cl[C:2]1[C:7]([Cl:8])=[CH:6][C:5]([C:9]([F:12])([F:11])[F:10])=[CH:4][N:3]=1.[C:13]1([C@@H:19]([NH:21][S:22]([C:25]2[CH:34]=[CH:33][C:28]([C:29]([O:31][CH3:32])=[O:30])=[CH:27][CH:26]=2)(=[O:24])=[O:23])[CH3:20])[CH:18]=[CH:17][CH:16]=[CH:15][CH:14]=1, predict the reaction product. (2) Given the reactants [N-:1]=[N+:2]=[N-:3].[Na+].Br[CH2:6][CH2:7][CH2:8][C:9]([C:18]1[CH:23]=[CH:22][C:21]([OH:24])=[CH:20][CH:19]=1)([C:11]1[CH:16]=[CH:15][C:14]([OH:17])=[CH:13][CH:12]=1)[CH3:10], predict the reaction product. The product is: [N:1]([CH2:6][CH2:7][CH2:8][C:9]([C:11]1[CH:12]=[CH:13][C:14]([OH:17])=[CH:15][CH:16]=1)([C:18]1[CH:23]=[CH:22][C:21]([OH:24])=[CH:20][CH:19]=1)[CH3:10])=[N+:2]=[N-:3]. (3) Given the reactants [CH3:1][CH:2]([C:6]([NH:8][CH:9]1[C:15](=[O:16])[N:14]([CH3:17])[C:13]2[CH:18]=[CH:19][CH:20]=[CH:21][C:12]=2[C:11]2[CH:22]=[CH:23][CH:24]=[CH:25][C:10]1=2)=[O:7])[C:3]([OH:5])=O.[F:26][C:27]1[CH:34]=[CH:33][CH:32]=[CH:31][C:28]=1[CH2:29][NH2:30].[B-](F)(F)(F)F.CN(C(ON1C(=O)C=CC=C1)=[N+](C)C)C.CC#N, predict the reaction product. The product is: [F:26][C:27]1[CH:34]=[CH:33][CH:32]=[CH:31][C:28]=1[CH2:29][NH:30][C:3](=[O:5])[CH:2]([CH3:1])[C:6]([NH:8][CH:9]1[C:15](=[O:16])[N:14]([CH3:17])[C:13]2[CH:18]=[CH:19][CH:20]=[CH:21][C:12]=2[C:11]2[CH:22]=[CH:23][CH:24]=[CH:25][C:10]1=2)=[O:7]. (4) Given the reactants [NH2:1][C:2]1[C:9]([OH:10])=[CH:8][C:7](SC(C)C)=[CH:6][C:3]=1[C:4]#[N:5].O1C[CH2:18][CH2:17][CH2:16]1.O[O:21][S:22]([O-:24])=O.[K+].S([O-])([O-])=O.[Na+].[Na+], predict the reaction product. The product is: [NH2:1][C:2]1[C:9]([OH:10])=[CH:8][C:7]([S:22]([CH:17]([CH3:18])[CH3:16])(=[O:24])=[O:21])=[CH:6][C:3]=1[C:4]#[N:5].